From a dataset of Reaction yield outcomes from USPTO patents with 853,638 reactions. Predict the reaction yield, written as a fraction of the theoretical maximum amount of product (1.0 means a 100% yield; for example, 0.34 means a 34% yield). (1) The reactants are [C:1]([O:5][C:6]([NH:8][C:9]1[CH:10]=[N:11][CH:12]=[CH:13][C:14]=1[C@H:15]1[CH2:20][C@@H:19]([NH:21][C:22](=[O:28])[O:23][C:24]([CH3:27])([CH3:26])[CH3:25])[C@@H:18]([NH2:29])[C@@H:17]([CH3:30])[CH2:16]1)=[O:7])([CH3:4])([CH3:3])[CH3:2].[CH:31](=O)C1C=CC=CC=1.[B-]C#N.[Na+].C=O. The catalyst is CO.[OH-].[OH-].[Pd+2]. The product is [C:1]([O:5][C:6]([NH:8][C:9]1[CH:10]=[N:11][CH:12]=[CH:13][C:14]=1[C@H:15]1[CH2:20][C@@H:19]([NH:21][C:22](=[O:28])[O:23][C:24]([CH3:27])([CH3:26])[CH3:25])[C@@H:18]([NH:29][CH3:31])[C@@H:17]([CH3:30])[CH2:16]1)=[O:7])([CH3:4])([CH3:2])[CH3:3]. The yield is 0.750. (2) The product is [C:9]([NH:12][C:13]1[CH:20]=[CH:19][C:16]([CH:17]=[C:3]([C:1]#[N:2])[C:4]([O:6][CH2:7][CH3:8])=[O:5])=[CH:15][CH:14]=1)(=[O:11])[CH3:10]. The reactants are [C:1]([CH2:3][C:4]([O:6][CH2:7][CH3:8])=[O:5])#[N:2].[C:9]([NH:12][C:13]1[CH:20]=[CH:19][C:16]([CH:17]=O)=[CH:15][CH:14]=1)(=[O:11])[CH3:10].N1CCCCC1. The yield is 0.410. The catalyst is C(O)C. (3) The reactants are [NH2:1][C:2]1[N:7]=[CH:6][N:5]=[C:4]2[N:8]([CH2:12][C:13]3[O:14][C:15]4[C:20]([C:21](=[O:29])[C:22]=3[C:23]3[CH:28]=[CH:27][CH:26]=[CH:25][CH:24]=3)=[CH:19][CH:18]=[CH:17][CH:16]=4)[N:9]=[C:10](I)[C:3]=12.[OH:30][CH2:31][C:32]1[CH:33]=[C:34](B(O)O)[CH:35]=[CH:36][CH:37]=1.C(=O)([O-])[O-].[Na+].[Na+].ClCCl. The catalyst is CN(C=O)C.C(O)C.O. The product is [NH2:1][C:2]1[N:7]=[CH:6][N:5]=[C:4]2[N:8]([CH2:12][C:13]3[O:14][C:15]4[C:20]([C:21](=[O:29])[C:22]=3[C:23]3[CH:28]=[CH:27][CH:26]=[CH:25][CH:24]=3)=[CH:19][CH:18]=[CH:17][CH:16]=4)[N:9]=[C:10]([C:36]3[CH:35]=[CH:34][CH:33]=[C:32]([CH2:31][OH:30])[CH:37]=3)[C:3]=12. The yield is 0.440. (4) The reactants are [C:1]([O:5][C:6]([N:8]([CH3:10])[NH2:9])=[O:7])([CH3:4])([CH3:3])[CH3:2].[Cl:11][C:12]1[CH:17]=[CH:16][C:15]([F:18])=[CH:14][C:13]=1B(O)O.C(N(CC)CC)C. The catalyst is ClCCCl.C([O-])(=O)C.[Cu+2].C([O-])(=O)C. The product is [C:1]([O:5][C:6]([N:8]([CH3:10])[NH:9][C:17]1[CH:16]=[C:15]([F:18])[CH:14]=[CH:13][C:12]=1[Cl:11])=[O:7])([CH3:4])([CH3:3])[CH3:2]. The yield is 0.270. (5) The yield is 0.580. The product is [CH2:1]([N:8]1[CH2:17][CH2:16][C:15]2[C:14]([NH:29][CH2:30][CH2:31][NH:32][C:33]3[CH:40]=[CH:39][C:36]([C:37]#[N:38])=[CH:35][N:34]=3)=[N:13][C:12]([C:19]3[CH:24]=[CH:23][CH:22]=[CH:21][C:20]=3[C:25]([F:28])([F:27])[F:26])=[N:11][C:10]=2[CH2:9]1)[C:2]1[CH:7]=[CH:6][CH:5]=[CH:4][CH:3]=1. The reactants are [CH2:1]([N:8]1[CH2:17][CH2:16][C:15]2[C:14](Cl)=[N:13][C:12]([C:19]3[CH:24]=[CH:23][CH:22]=[CH:21][C:20]=3[C:25]([F:28])([F:27])[F:26])=[N:11][C:10]=2[CH2:9]1)[C:2]1[CH:7]=[CH:6][CH:5]=[CH:4][CH:3]=1.[NH2:29][CH2:30][CH2:31][NH:32][C:33]1[CH:40]=[CH:39][C:36]([C:37]#[N:38])=[CH:35][N:34]=1. No catalyst specified. (6) The reactants are Br[C:2]1[CH:3]=[C:4]([CH:8]=[CH:9][C:10]=1[CH3:11])[C:5]([OH:7])=[O:6].[Li]CCCC.[B:17](OC)([O:20]C)[O:18]C. The catalyst is C1COCC1. The product is [B:17]([C:2]1[CH:3]=[C:4]([CH:8]=[CH:9][C:10]=1[CH3:11])[C:5]([OH:7])=[O:6])([OH:20])[OH:18]. The yield is 0.330. (7) The reactants are [Br:1][C:2]1[CH:3]=[N:4][C:5](Cl)=[N:6][CH:7]=1.[CH3:9][C:10]1[NH:11][CH:12]=[C:13]([CH3:15])[N:14]=1.C([O-])([O-])=O.[K+].[K+].O. The catalyst is CN1C(=O)CCC1.CCOC(C)=O. The product is [Br:1][C:2]1[CH:3]=[N:4][C:5]([N:11]2[CH:12]=[C:13]([CH3:15])[N:14]=[C:10]2[CH3:9])=[N:6][CH:7]=1. The yield is 0.510.